From a dataset of Catalyst prediction with 721,799 reactions and 888 catalyst types from USPTO. Predict which catalyst facilitates the given reaction. (1) Reactant: [CH3:1][S-:2].[Na+].[C:4]1([CH2:10][CH2:11][CH2:12]Br)[CH:9]=[CH:8][CH:7]=[CH:6][CH:5]=1. The catalyst class is: 5. Product: [C:4]1([CH2:10][CH2:11][CH2:12][S:2][CH3:1])[CH:9]=[CH:8][CH:7]=[CH:6][CH:5]=1. (2) Reactant: [CH2:1]([O:5][C:6]1[CH:26]=[CH:25][C:9]([C:10]([NH:12][C:13]2[CH:18]=[CH:17][C:16]([N:19]3[CH2:23][CH2:22][C:21](=[O:24])[CH2:20]3)=[CH:15][CH:14]=2)=[O:11])=[CH:8][CH:7]=1)[CH2:2][CH2:3][CH3:4].[CH2:27]([CH2:29][NH2:30])O.C(=O)([O-])[O-].[K+].[K+].[C:37](Cl)(=[O:39])[CH3:38]. Product: [C:37]([N:30]1[C:21]2([CH2:22][CH2:23][N:19]([C:16]3[CH:17]=[CH:18][C:13]([NH:12][C:10](=[O:11])[C:9]4[CH:25]=[CH:26][C:6]([O:5][CH2:1][CH2:2][CH2:3][CH3:4])=[CH:7][CH:8]=4)=[CH:14][CH:15]=3)[CH2:20]2)[O:24][CH2:27][CH2:29]1)(=[O:39])[CH3:38]. The catalyst class is: 4.